From a dataset of Forward reaction prediction with 1.9M reactions from USPTO patents (1976-2016). Predict the product of the given reaction. (1) Given the reactants [CH2:1]([O:3][C:4]([C@@H:6]1[CH2:10][CH:9](OS(C)(=O)=O)[CH2:8][C@H:7]1[CH2:16][O:17][C:18]1[CH:23]=[CH:22][C:21]([F:24])=[CH:20][CH:19]=1)=[O:5])[CH3:2].[Cl:25][C:26]1[CH:31]=[C:30]([F:32])[CH:29]=[CH:28][C:27]=1[SH:33], predict the reaction product. The product is: [CH2:1]([O:3][C:4]([C@@H:6]1[CH2:10][CH:9]([S:33][C:27]2[CH:28]=[CH:29][C:30]([F:32])=[CH:31][C:26]=2[Cl:25])[CH2:8][C@H:7]1[CH2:16][O:17][C:18]1[CH:19]=[CH:20][C:21]([F:24])=[CH:22][CH:23]=1)=[O:5])[CH3:2]. (2) Given the reactants [Cl:1][C:2]1[CH:7]=[CH:6][C:5]([NH2:8])=[CH:4][C:3]=1[S:9][C:10]([F:13])([F:12])[F:11].[C:14]([O:18][C:19]([N:21]1[CH2:26][CH2:25][C:24](=O)[CH2:23][CH2:22]1)=[O:20])([CH3:17])([CH3:16])[CH3:15].C(O[BH-](OC(=O)C)OC(=O)C)(=O)C.[Na+].C(O)(=O)C, predict the reaction product. The product is: [C:14]([O:18][C:19]([N:21]1[CH2:26][CH2:25][CH:24]([NH:8][C:5]2[CH:6]=[CH:7][C:2]([Cl:1])=[C:3]([S:9][C:10]([F:11])([F:12])[F:13])[CH:4]=2)[CH2:23][CH2:22]1)=[O:20])([CH3:17])([CH3:15])[CH3:16]. (3) Given the reactants [Br:1][C:2]1[CH:10]=[CH:9][C:5]([C:6]([OH:8])=O)=[CH:4][CH:3]=1.[CH2:11]([NH2:14])[CH2:12][CH3:13], predict the reaction product. The product is: [CH2:11]([NH:14][C:6](=[O:8])[C:5]1[CH:4]=[CH:3][C:2]([Br:1])=[CH:10][CH:9]=1)[CH2:12][CH3:13]. (4) Given the reactants [C:1]([O:4][CH:5]([O:16][C:17](=[O:19])[CH3:18])[C:6]1[CH:11]=[CH:10][C:9](S(Cl)(=O)=O)=[CH:8][CH:7]=1)(=[O:3])[CH3:2].C1(C)C=CC=C([S:26]([Cl:29])(=[O:28])=[O:27])C=1, predict the reaction product. The product is: [C:17]([O:16][CH:5]([O:4][C:1](=[O:3])[CH3:2])[C:6]1[CH:7]=[CH:8][CH:9]=[C:10]([S:26]([Cl:29])(=[O:28])=[O:27])[CH:11]=1)(=[O:19])[CH3:18]. (5) Given the reactants [CH2:1]([S:4][C:5]1[S:6][C:7]([C:17]([NH2:19])=[O:18])=[C:8]2[C:16]=1[C:15]1[NH:14][N:13]=[CH:12][C:11]=1[CH2:10][CH2:9]2)[CH2:2][CH3:3].[H-].[Na+].[CH3:22][S:23](Cl)(=[O:25])=[O:24].C(O)(=O)CC(CC(O)=O)(C(O)=O)O, predict the reaction product. The product is: [CH3:22][S:23]([N:13]1[CH:12]=[C:11]2[C:15]([C:16]3[C:8](=[C:7]([C:17]([NH2:19])=[O:18])[S:6][C:5]=3[S:4][CH2:1][CH2:2][CH3:3])[CH2:9][CH2:10]2)=[N:14]1)(=[O:25])=[O:24]. (6) Given the reactants [C:1]([O:5][C:6]([N:8]1[CH2:14][CH2:13][C:12]2[CH:15]=[CH:16][C:17]([OH:19])=[CH:18][C:11]=2[CH2:10][CH2:9]1)=[O:7])([CH3:4])([CH3:3])[CH3:2].[CH3:20][S:21](Cl)(=[O:23])=[O:22].C(N(CC)CC)C, predict the reaction product. The product is: [C:1]([O:5][C:6]([N:8]1[CH2:14][CH2:13][C:12]2[CH:15]=[CH:16][C:17]([O:19][S:21]([CH3:20])(=[O:23])=[O:22])=[CH:18][C:11]=2[CH2:10][CH2:9]1)=[O:7])([CH3:4])([CH3:2])[CH3:3]. (7) Given the reactants [Cl:1][C:2]1[N:7]=[CH:6][C:5]([CH2:8][N:9]2[C:14]([CH3:15])=[CH:13][C:12](=[O:16])[N:11]3[N:17]=[C:18]([OH:20])[N:19]=[C:10]23)=[CH:4][CH:3]=1.[H-].[Na+].[CH3:23][O:24][CH2:25]Cl.O, predict the reaction product. The product is: [Cl:1][C:2]1[N:7]=[CH:6][C:5]([CH2:8][N:9]2[C:14]([CH3:15])=[CH:13][C:12](=[O:16])[N:11]3[N:17]=[C:18]([O:20][CH2:23][O:24][CH3:25])[N:19]=[C:10]23)=[CH:4][CH:3]=1. (8) Given the reactants [CH2:1]([N:5]([C:15]1[S:19][C:18]([C:20]2[CH:33]=[CH:32][C:23]([CH2:24][N:25]3[CH2:28][CH:27]([C:29]([OH:31])=[O:30])[CH2:26]3)=[CH:22][CH:21]=2)=[N:17][N:16]=1)[C:6](=[O:14])[C:7]1[CH:12]=[CH:11][CH:10]=[CH:9][C:8]=1[F:13])[CH2:2][CH2:3][CH3:4].[CH2:34](O)[CH3:35], predict the reaction product. The product is: [CH2:1]([N:5]([C:6](=[O:14])[C:7]1[CH:12]=[CH:11][CH:10]=[CH:9][C:8]=1[F:13])[C:15]1[S:19][C:18]([C:20]2[CH:21]=[CH:22][C:23]([CH2:24][N:25]3[CH2:26][CH:27]([C:29]([O:31][CH2:34][CH3:35])=[O:30])[CH2:28]3)=[CH:32][CH:33]=2)=[N:17][N:16]=1)[CH2:2][CH2:3][CH3:4].